The task is: Regression. Given a peptide amino acid sequence and an MHC pseudo amino acid sequence, predict their binding affinity value. This is MHC class II binding data.. This data is from Peptide-MHC class II binding affinity with 134,281 pairs from IEDB. The peptide sequence is IWYMWLGARYLEFEAKK. The MHC is HLA-DQA10501-DQB10402 with pseudo-sequence HLA-DQA10501-DQB10402. The binding affinity (normalized) is 0.710.